This data is from NCI-60 drug combinations with 297,098 pairs across 59 cell lines. The task is: Regression. Given two drug SMILES strings and cell line genomic features, predict the synergy score measuring deviation from expected non-interaction effect. (1) Drug 1: COC1=C(C=C2C(=C1)N=CN=C2NC3=CC(=C(C=C3)F)Cl)OCCCN4CCOCC4. Cell line: SNB-75. Synergy scores: CSS=34.2, Synergy_ZIP=-6.26, Synergy_Bliss=1.48, Synergy_Loewe=6.91, Synergy_HSA=7.32. Drug 2: CC1CCC2CC(C(=CC=CC=CC(CC(C(=O)C(C(C(=CC(C(=O)CC(OC(=O)C3CCCCN3C(=O)C(=O)C1(O2)O)C(C)CC4CCC(C(C4)OC)OCCO)C)C)O)OC)C)C)C)OC. (2) Drug 1: CC1CCC2CC(C(=CC=CC=CC(CC(C(=O)C(C(C(=CC(C(=O)CC(OC(=O)C3CCCCN3C(=O)C(=O)C1(O2)O)C(C)CC4CCC(C(C4)OC)O)C)C)O)OC)C)C)C)OC. Drug 2: CC1CCC2CC(C(=CC=CC=CC(CC(C(=O)C(C(C(=CC(C(=O)CC(OC(=O)C3CCCCN3C(=O)C(=O)C1(O2)O)C(C)CC4CCC(C(C4)OC)OCCO)C)C)O)OC)C)C)C)OC. Cell line: NCI-H322M. Synergy scores: CSS=2.47, Synergy_ZIP=-1.49, Synergy_Bliss=2.71, Synergy_Loewe=2.68, Synergy_HSA=1.40. (3) Drug 1: CC1=C2C(C(=O)C3(C(CC4C(C3C(C(C2(C)C)(CC1OC(=O)C(C(C5=CC=CC=C5)NC(=O)OC(C)(C)C)O)O)OC(=O)C6=CC=CC=C6)(CO4)OC(=O)C)OC)C)OC. Drug 2: C1C(C(OC1N2C=NC3=C(N=C(N=C32)Cl)N)CO)O. Cell line: SK-MEL-2. Synergy scores: CSS=26.1, Synergy_ZIP=-1.94, Synergy_Bliss=-5.68, Synergy_Loewe=-20.3, Synergy_HSA=-5.52. (4) Synergy scores: CSS=64.9, Synergy_ZIP=9.99, Synergy_Bliss=9.61, Synergy_Loewe=9.21, Synergy_HSA=13.2. Drug 1: C1=CC(=C2C(=C1NCCNCCO)C(=O)C3=C(C=CC(=C3C2=O)O)O)NCCNCCO. Drug 2: CC=C1C(=O)NC(C(=O)OC2CC(=O)NC(C(=O)NC(CSSCCC=C2)C(=O)N1)C(C)C)C(C)C. Cell line: BT-549. (5) Drug 1: C1=CN(C=N1)CC(O)(P(=O)(O)O)P(=O)(O)O. Drug 2: C1CC(=O)NC(=O)C1N2C(=O)C3=CC=CC=C3C2=O. Cell line: SW-620. Synergy scores: CSS=-0.546, Synergy_ZIP=-0.423, Synergy_Bliss=0.519, Synergy_Loewe=0.100, Synergy_HSA=0.0968.